Predict the reactants needed to synthesize the given product. From a dataset of Full USPTO retrosynthesis dataset with 1.9M reactions from patents (1976-2016). (1) Given the product [C:13]([O-:18])(=[O:17])[CH2:14][CH2:15][CH3:16].[CH2:2]([N+:6]1[CH:11]=[CH:10][CH:9]=[C:8]([CH3:12])[CH:7]=1)[CH2:3][CH2:4][CH3:5], predict the reactants needed to synthesize it. The reactants are: [Cl-].[CH2:2]([N+:6]1[CH:11]=[CH:10][CH:9]=[C:8]([CH3:12])[CH:7]=1)[CH2:3][CH2:4][CH3:5].[C:13]([O-:18])(=[O:17])[CH2:14][CH2:15][CH3:16].[Na+]. (2) Given the product [OH:36][OH:44].[CH:1]1([NH:6][C:7]2[C:8]3[N:9]([C:13]([C:24]4[CH:29]=[CH:28][N:27]=[C:26]([NH:30][CH:31]5[CH2:35][CH2:34][CH2:33][CH2:32]5)[N:25]=4)=[C:14]([C:16]4[CH:17]=[CH:18][C:19]([C:20]([NH2:21])=[O:38])=[CH:22][CH:23]=4)[N:15]=3)[CH:10]=[CH:11][CH:12]=2)[CH2:5][CH2:4][CH2:3][CH2:2]1, predict the reactants needed to synthesize it. The reactants are: [CH:1]1([NH:6][C:7]2[C:8]3[N:9]([C:13]([C:24]4[CH:29]=[CH:28][N:27]=[C:26]([NH:30][CH:31]5[CH2:35][CH2:34][CH2:33][CH2:32]5)[N:25]=4)=[C:14]([C:16]4[CH:23]=[CH:22][C:19]([C:20]#[N:21])=[CH:18][CH:17]=4)[N:15]=3)[CH:10]=[CH:11][CH:12]=2)[CH2:5][CH2:4][CH2:3][CH2:2]1.[OH-:36].[NH4+].[O:38]1CCCC1.C[OH:44]. (3) Given the product [C:7](=[N:20][C:21]1([CH2:3][C:2]#[CH:1])[CH2:25][CH2:24][N:23]([CH3:26])[C:22]1=[O:27])([C:14]1[CH:19]=[CH:18][CH:17]=[CH:16][CH:15]=1)[C:8]1[CH:13]=[CH:12][CH:11]=[CH:10][CH:9]=1, predict the reactants needed to synthesize it. The reactants are: [CH3:1][C:2](C)([O-])[CH3:3].[K+].[C:7](=[N:20][CH:21]1[CH2:25][CH2:24][N:23]([CH3:26])[C:22]1=[O:27])([C:14]1[CH:19]=[CH:18][CH:17]=[CH:16][CH:15]=1)[C:8]1[CH:13]=[CH:12][CH:11]=[CH:10][CH:9]=1.C(Br)C#C.C1(C)C=CC=CC=1. (4) Given the product [CH3:1][O:2][C:3]1[CH:8]=[C:7]([NH:9][C:21](=[O:22])[O:23][C:24]([CH3:25])([CH3:26])[CH3:27])[CH:6]=[CH:5][C:4]=1[O:12][C:29]1[CH:34]=[CH:33][C:32]([N+:35]([O-:37])=[O:36])=[CH:31][N:30]=1, predict the reactants needed to synthesize it. The reactants are: [CH3:1][O:2][C:3]1[CH:8]=[C:7]([N+:9]([O-])=O)[CH:6]=[CH:5][C:4]=1[OH:12].[C:21](O[C:21]([O:23][C:24]([CH3:27])([CH3:26])[CH3:25])=[O:22])([O:23][C:24]([CH3:27])([CH3:26])[CH3:25])=[O:22].Cl[C:29]1[CH:34]=[CH:33][C:32]([N+:35]([O-:37])=[O:36])=[CH:31][N:30]=1.C(=O)([O-])[O-].[K+].[K+]. (5) Given the product [CH3:1][C:2]1[O:3][C:4]([CH2:7][C:8]2[CH:13]=[CH:12][C:11]([CH2:14][C:15]([Cl:25])=[N:16][OH:18])=[CH:10][CH:9]=2)=[CH:5][CH:6]=1, predict the reactants needed to synthesize it. The reactants are: [CH3:1][C:2]1[O:3][C:4]([CH2:7][C:8]2[CH:13]=[CH:12][C:11]([CH2:14][CH2:15][N+:16]([O-:18])=O)=[CH:10][CH:9]=2)=[CH:5][CH:6]=1.CO.C[O-].[Li+].C(Cl)[Cl:25]. (6) Given the product [Cl:12][C:7]1[CH:8]=[CH:9][CH:10]=[C:11]2[C:6]=1[C:5]([O:13][C:14]1[CH:15]=[CH:16][C:17]([F:24])=[C:18]([CH:23]=1)[C:19]([O:21][CH3:22])=[O:20])=[N:4][NH:3][C:2]2=[O:27], predict the reactants needed to synthesize it. The reactants are: Cl[C:2]1[C:11]2[C:6](=[C:7]([Cl:12])[CH:8]=[CH:9][CH:10]=2)[C:5]([O:13][C:14]2[CH:15]=[CH:16][C:17]([F:24])=[C:18]([CH:23]=2)[C:19]([O:21][CH3:22])=[O:20])=[N:4][N:3]=1.C(O)(=[O:27])C.C([O-])(=O)C.[Na+]. (7) Given the product [CH:1]1([C:4]2[NH:8][C:7]3[C:9]([C:14]([NH:17][CH:18]4[CH2:23][CH2:22][NH:21][CH2:20][CH2:19]4)=[O:16])=[CH:10][CH:11]=[C:12]([OH:13])[C:6]=3[N:5]=2)[CH2:2][CH2:3]1, predict the reactants needed to synthesize it. The reactants are: [CH:1]1([C:4]2[NH:8][C:7]3[C:9]([C:14]([OH:16])=O)=[CH:10][CH:11]=[C:12]([OH:13])[C:6]=3[N:5]=2)[CH2:3][CH2:2]1.[NH2:17][CH:18]1[CH2:23][CH2:22][N:21](C(OC(C)(C)C)=O)[CH2:20][CH2:19]1.